From a dataset of Reaction yield outcomes from USPTO patents with 853,638 reactions. Predict the reaction yield, written as a fraction of the theoretical maximum amount of product (1.0 means a 100% yield; for example, 0.34 means a 34% yield). (1) The reactants are [CH2:1]([N:8]([CH2:28][C:29]1[CH:34]=[CH:33][CH:32]=[CH:31][CH:30]=1)[C@H:9]1[CH2:18][C:17]2[C:12](=[CH:13][CH:14]=[CH:15][C:16]=2B2OC(C)(C)C(C)(C)O2)[O:11][CH2:10]1)[C:2]1[CH:7]=[CH:6][CH:5]=[CH:4][CH:3]=1.Cl[C:36]1[C:41]([CH3:42])=[N:40][C:39]([CH3:43])=[CH:38][N:37]=1. No catalyst specified. The product is [CH2:28]([N:8]([CH2:1][C:2]1[CH:7]=[CH:6][CH:5]=[CH:4][CH:3]=1)[C@H:9]1[CH2:18][C:17]2[C:12](=[CH:13][CH:14]=[CH:15][C:16]=2[C:36]2[C:41]([CH3:42])=[N:40][C:39]([CH3:43])=[CH:38][N:37]=2)[O:11][CH2:10]1)[C:29]1[CH:30]=[CH:31][CH:32]=[CH:33][CH:34]=1. The yield is 0.720. (2) The reactants are [Cl:1][C:2]1[CH:7]=[CH:6][N:5]2[CH:8]=[CH:9][N:10]=[C:4]2[CH:3]=1.[I:11]N1C(=O)CCC1=O.O.C(OCC)(=O)C. The catalyst is CN(C)C=O. The product is [Cl:1][C:2]1[CH:7]=[CH:6][N:5]2[C:8]([I:11])=[CH:9][N:10]=[C:4]2[CH:3]=1. The yield is 0.500.